From a dataset of Experimentally validated miRNA-target interactions with 360,000+ pairs, plus equal number of negative samples. Binary Classification. Given a miRNA mature sequence and a target amino acid sequence, predict their likelihood of interaction. (1) The miRNA is hsa-miR-103a-2-5p with sequence AGCUUCUUUACAGUGCUGCCUUG. The protein sequence of the target gene is MEHVTEGAWESLQVPLHPRVLGALRELGFPHMTPVQSATIPLFMKNKDVAAEAVTGSGKTLAFVIPILEILLRREEKLKKNQVGAIVITPTRELAIQIDEVLSHFTKHFPQFSQILWIGGRNPGEDVERFKQHGGNIIVATPGRLEDMFRRKAEGLDLASCVKSLDVLVLDEADRLLDMGFEASINTILEFLPKQRRTGLFSATQTQEVENLVRAGLRNPVRISVKEKGVAASSTQKTPSRLENHYMICKADEKFNQLVHFLRSRQQEKHLVFFSTCACVEYYGKALEALLKKVKILCIH.... Result: 0 (no interaction). (2) The miRNA is mmu-miR-3967 with sequence AGCUUGUCUGACUGAUGUUG. The protein sequence of the target gene is MSGHPSGIRKHDDNECSGPRPPVPGEESRVKKMTEGVADTSKNSSPSYLNWARTLNHLLEDRDGVELFKKYVEEEAPAYNDHLNFYFACEGLKQQTDPEKIKQIIGAIYRFLRKSQLSISDDLRAQIKAIKTNPEIPLSPHIFDPMQRHVEVTIRDNIYPTFLCSEMYILYIQQMSAQQERCTSSGATGSGSAGSSGSGGSSLAGACALPPTTASGKQQLPQLVPPGAFINLPVSSVSGPPAGTCSASGSVYGPSTSASSSGSISATDTLPRSSTLPTLHEDSVLSLCDDFEKVQMQEGG.... Result: 0 (no interaction).